Dataset: Reaction yield outcomes from USPTO patents with 853,638 reactions. Task: Predict the reaction yield, written as a fraction of the theoretical maximum amount of product (1.0 means a 100% yield; for example, 0.34 means a 34% yield). (1) The reactants are [CH3:1][N:2]1[C:10]2[C:9]([O:11][C:12]3[CH:18]=[CH:17][C:15]([NH2:16])=[CH:14][CH:13]=3)=[N:8][CH:7]=[N:6][C:5]=2[CH:4]=[CH:3]1.[CH2:19]([NH2:22])[CH2:20][CH3:21].CN(C)[CH:25]=[O:26]. No catalyst specified. The product is [CH3:1][N:2]1[C:10]2[C:9]([O:11][C:12]3[CH:18]=[CH:17][C:15]([NH:16][C:25]([NH:22][CH2:19][CH2:20][CH3:21])=[O:26])=[CH:14][CH:13]=3)=[N:8][CH:7]=[N:6][C:5]=2[CH:4]=[CH:3]1. The yield is 0.170. (2) The reactants are C(Cl)Cl.[C:4]([NH:8][S:9]([C:12]1[S:16][C:15](B(O)O)=[CH:14][CH:13]=1)(=[O:11])=[O:10])([CH3:7])([CH3:6])[CH3:5].Br[C:21]1[N:26]=[C:25]([NH:27][C:28]2[CH:32]=[C:31]([CH:33]3[CH2:35][CH2:34]3)[NH:30][N:29]=2)[C:24]([Br:36])=[CH:23][N:22]=1.C([O-])([O-])=O.[Na+].[Na+]. The product is [Br:36][C:24]1[C:25]([NH:27][C:28]2[CH:32]=[C:31]([CH:33]3[CH2:35][CH2:34]3)[NH:30][N:29]=2)=[N:26][C:21]([C:15]2[S:16][C:12]([S:9]([NH:8][C:4]([CH3:7])([CH3:6])[CH3:5])(=[O:11])=[O:10])=[CH:13][CH:14]=2)=[N:22][CH:23]=1. The yield is 0.590. The catalyst is O1CCOCC1.C1C=CC(P(C2C=CC=CC=2)[C-]2C=CC=C2)=CC=1.C1C=CC(P(C2C=CC=CC=2)[C-]2C=CC=C2)=CC=1.Cl[Pd]Cl.[Fe+2]. (3) The reactants are [F:1][C:2]1[CH:3]=[CH:4][C:5]2[O:9][CH:8]=[C:7]([CH3:10])[C:6]=2[CH:11]=1.[C:12](Cl)(=[O:16])[CH:13]([CH3:15])[CH3:14].[Cl-].[Al+3].[Cl-].[Cl-].O. The catalyst is [N+](C)([O-])=O. The product is [F:1][C:2]1[CH:3]=[CH:4][C:5]2[O:9][C:8]([C:12](=[O:16])[CH:13]([CH3:15])[CH3:14])=[C:7]([CH3:10])[C:6]=2[CH:11]=1. The yield is 0.660. (4) The reactants are Br[C:2]1[CH:3]=[C:4]([C:14]([NH:16][CH2:17][C:18]2[C:19](=[O:26])[NH:20][C:21]([CH3:25])=[CH:22][C:23]=2[CH3:24])=[O:15])[C:5]2[CH:6]=[N:7][N:8]([CH:11]([CH3:13])[CH3:12])[C:9]=2[CH:10]=1.[N:27]1([C:33]2[N:38]=[CH:37][C:36](B(O)O)=[CH:35][CH:34]=2)[CH2:32][CH2:31][O:30][CH2:29][CH2:28]1.C(=O)(O)[O-].[Na+]. The catalyst is COCCOC.O.C1C=CC(P(C2C=CC=CC=2)[C-]2C=CC=C2)=CC=1.C1C=CC(P(C2C=CC=CC=2)[C-]2C=CC=C2)=CC=1.Cl[Pd]Cl.[Fe+2].C(Cl)Cl. The product is [CH3:24][C:23]1[CH:22]=[C:21]([CH3:25])[NH:20][C:19](=[O:26])[C:18]=1[CH2:17][NH:16][C:14]([C:4]1[C:5]2[CH:6]=[N:7][N:8]([CH:11]([CH3:13])[CH3:12])[C:9]=2[CH:10]=[C:2]([C:36]2[CH:37]=[N:38][C:33]([N:27]3[CH2:28][CH2:29][O:30][CH2:31][CH2:32]3)=[CH:34][CH:35]=2)[CH:3]=1)=[O:15]. The yield is 0.890. (5) The reactants are [F:1][C:2]1[CH:3]=[CH:4][C:5]([N+:9]([O-:11])=[O:10])=[C:6]([OH:8])[CH:7]=1.C(=O)([O-])[O-].[Cs+].[Cs+].FC(F)(F)S(O[CH2:24][C:25]([F:28])([F:27])[F:26])(=O)=O. The catalyst is CS(C)=O. The product is [F:26][C:25]([F:28])([F:27])[CH2:24][O:8][C:6]1[CH:7]=[C:2]([F:1])[CH:3]=[CH:4][C:5]=1[N+:9]([O-:11])=[O:10]. The yield is 0.630. (6) The reactants are [CH3:1][C:2]1[N:7]=[CH:6][C:5]([C:8]#[N:9])=[CH:4][CH:3]=1.[Br:10]N1C(=O)CCC1=O.CC(N=NC(C#N)(C)C)(C#N)C. The catalyst is C(Cl)(Cl)(Cl)Cl. The product is [Br:10][CH2:1][C:2]1[N:7]=[CH:6][C:5]([C:8]#[N:9])=[CH:4][CH:3]=1. The yield is 0.370. (7) The reactants are [CH3:1][C:2]1[S:6][CH:5]=[N:4][C:3]=1[C:7]([OH:9])=O.O1CCCC1.C(Cl)(=O)C(Cl)=O.[NH2:21][C:22]1[CH:23]=[C:24]([CH:41]=[CH:42][C:43]=1[F:44])[O:25][C:26]1[CH:27]=[CH:28][C:29]2[N:30]([CH:32]=[C:33]([NH:35][C:36]([CH:38]3[CH2:40][CH2:39]3)=[O:37])[N:34]=2)[N:31]=1. The catalyst is CN(C)C=O.CN1CCCC1=O. The product is [CH:38]1([C:36]([NH:35][C:33]2[N:34]=[C:29]3[CH:28]=[CH:27][C:26]([O:25][C:24]4[CH:41]=[CH:42][C:43]([F:44])=[C:22]([NH:21][C:7]([C:3]5[N:4]=[CH:5][S:6][C:2]=5[CH3:1])=[O:9])[CH:23]=4)=[N:31][N:30]3[CH:32]=2)=[O:37])[CH2:39][CH2:40]1. The yield is 0.470. (8) The catalyst is CO.C(O)(=O)C.[Pd]. The reactants are [CH3:1][CH:2]([CH3:38])[CH2:3][CH2:4][NH:5][C:6]([C:8]1[N:9]=[N:10][C:11]([N:14]2[CH2:19][CH2:18][N:17]([C:20]([C:22]3[N:23](CC4C=CC=CC=4)[N:24]=[N:25][C:26]=3[C:27]([F:30])([F:29])[F:28])=[O:21])[CH2:16][CH2:15]2)=[CH:12][CH:13]=1)=[O:7]. The yield is 0.360. The product is [CH3:1][CH:2]([CH3:38])[CH2:3][CH2:4][NH:5][C:6]([C:8]1[N:9]=[N:10][C:11]([N:14]2[CH2:15][CH2:16][N:17]([C:20]([C:22]3[NH:23][N:24]=[N:25][C:26]=3[C:27]([F:29])([F:28])[F:30])=[O:21])[CH2:18][CH2:19]2)=[CH:12][CH:13]=1)=[O:7]. (9) The reactants are [NH2:1][C:2]1[C:19]([CH3:20])=[CH:18][C:5]([O:6][C:7]2[CH:8]=[CH:9][C:10]([N+:15]([O-:17])=[O:16])=[C:11]([NH:13][CH3:14])[CH:12]=2)=[CH:4][C:3]=1[CH3:21].C(N(CC)CC)C.[C:29](O[C:29]([O:31][C:32]([CH3:35])([CH3:34])[CH3:33])=[O:30])([O:31][C:32]([CH3:35])([CH3:34])[CH3:33])=[O:30]. The catalyst is C1(C)C=CC=CC=1. The product is [C:32]([O:31][C:29]([NH:1][C:2]1[C:3]([CH3:21])=[CH:4][C:5]([O:6][C:7]2[CH:8]=[CH:9][C:10]([N+:15]([O-:17])=[O:16])=[C:11]([NH:13][CH3:14])[CH:12]=2)=[CH:18][C:19]=1[CH3:20])=[O:30])([CH3:35])([CH3:34])[CH3:33]. The yield is 0.910.